Predict the product of the given reaction. From a dataset of Forward reaction prediction with 1.9M reactions from USPTO patents (1976-2016). (1) Given the reactants C(OC([N:11]1[CH2:16][CH2:15][CH:14]([N:17]([CH2:34][CH3:35])[C:18](=[O:33])[CH2:19][N:20]2[CH2:25][CH2:24][N:23]([C:26]([O:28][C:29]([CH3:32])([CH3:31])[CH3:30])=[O:27])[CH2:22][CH2:21]2)[CH2:13][CH2:12]1)=O)C1C=CC=CC=1, predict the reaction product. The product is: [CH2:34]([N:17]([CH:14]1[CH2:13][CH2:12][NH:11][CH2:16][CH2:15]1)[C:18](=[O:33])[CH2:19][N:20]1[CH2:21][CH2:22][N:23]([C:26]([O:28][C:29]([CH3:32])([CH3:30])[CH3:31])=[O:27])[CH2:24][CH2:25]1)[CH3:35]. (2) Given the reactants Cl[C:2]1[C:11]2=[N:12][N:13](CC3C=CC(OC)=CC=3)[CH:14]=[C:10]2[C:9]2[CH:8]=[CH:7][CH:6]=[C:5]([O:24][CH3:25])[C:4]=2[N:3]=1.[CH:26]1([C:29]2[NH:33][N:32]=[C:31]([NH2:34])[CH:30]=2)[CH2:28][CH2:27]1.Cl, predict the reaction product. The product is: [CH:26]1([C:29]2[NH:33][N:32]=[C:31]([NH:34][C:2]3[C:11]4=[N:12][NH:13][CH:14]=[C:10]4[C:9]4[CH:8]=[CH:7][CH:6]=[C:5]([O:24][CH3:25])[C:4]=4[N:3]=3)[CH:30]=2)[CH2:28][CH2:27]1. (3) Given the reactants [CH3:1][O:2][C:3]([C:5]1[CH:6]=[C:7]2[C:11](=[CH:12][CH:13]=1)[CH2:10][N:9](S(C1C=CC(C)=CC=1)(=O)=O)[CH2:8]2)=[O:4].[BrH:24].CC(O)=O, predict the reaction product. The product is: [BrH:24].[CH3:1][O:2][C:3]([C:5]1[CH:6]=[C:7]2[C:11](=[CH:12][CH:13]=1)[CH2:10][NH:9][CH2:8]2)=[O:4]. (4) Given the reactants [CH3:1][C:2]([O:13][CH2:14][C@@H:15]1[CH2:17][O:16]1)([CH3:12])[CH2:3][N:4]1[CH:8]=[CH:7][C:6]([N+:9]([O-:11])=[O:10])=[N:5]1.[CH3:18][NH:19][CH3:20], predict the reaction product. The product is: [CH3:18][N:19]([CH3:20])[CH2:17][C@H:15]([OH:16])[CH2:14][O:13][C:2]([CH3:12])([CH3:1])[CH2:3][N:4]1[CH:8]=[CH:7][C:6]([N+:9]([O-:11])=[O:10])=[N:5]1. (5) Given the reactants [Si:1]([O:8][CH2:9][C@@H:10]1[O:14][C:13](=[O:15])[N:12]([C:16]2[CH:21]=[CH:20][C:19]([I:22])=[CH:18][CH:17]=2)[CH2:11]1)([C:4]([CH3:7])([CH3:6])[CH3:5])([CH3:3])[CH3:2].[F:23]C1C=C(N2C[C@H](CO)OC2=O)C=CC=1I, predict the reaction product. The product is: [Si:1]([O:8][CH2:9][C@@H:10]1[O:14][C:13](=[O:15])[N:12]([C:16]2[CH:17]=[CH:18][C:19]([I:22])=[C:20]([F:23])[CH:21]=2)[CH2:11]1)([C:4]([CH3:7])([CH3:5])[CH3:6])([CH3:3])[CH3:2]. (6) Given the reactants [NH2:1][C:2]1[S:6][C:5]2[CH2:7][CH2:8][CH2:9][CH2:10][C:4]=2[C:3]=1[C:11]([C:13]1[CH:18]=[CH:17][CH:16]=[C:15]([Cl:19])[CH:14]=1)=O.[C:20]([O:27][CH3:28])(=[O:26])[CH2:21][CH2:22][C:23]([CH3:25])=O.Cl[Si](C)(C)C, predict the reaction product. The product is: [CH3:25][C:23]1[N:1]=[C:2]2[S:6][C:5]3[CH2:7][CH2:8][CH2:9][CH2:10][C:4]=3[C:3]2=[C:11]([C:13]2[CH:18]=[CH:17][CH:16]=[C:15]([Cl:19])[CH:14]=2)[C:22]=1[CH2:21][C:20]([O:27][CH3:28])=[O:26].